Task: Predict which catalyst facilitates the given reaction.. Dataset: Catalyst prediction with 721,799 reactions and 888 catalyst types from USPTO Reactant: [CH3:1][C:2]1[C:14]([CH3:15])=[CH:13][C:12]([CH3:16])=[CH:11][C:3]=1[O:4][CH2:5][CH2:6][CH2:7][C:8]([O-:10])=[O:9].[OH-].[Na+].CCO.CCOCC. Product: [CH3:1][C:2]1[C:14]([CH3:15])=[CH:13][C:12]([CH3:16])=[CH:11][C:3]=1[O:4][CH2:5][CH2:6][CH2:7][C:8]([OH:10])=[O:9]. The catalyst class is: 6.